From a dataset of Catalyst prediction with 721,799 reactions and 888 catalyst types from USPTO. Predict which catalyst facilitates the given reaction. (1) Reactant: C(NC(C)C)(C)C.C([Li])CCC.[Br:13][C:14]1[CH:15]=[C:16]2[C:21](=[CH:22][CH:23]=1)[N:20]=[C:19]([Cl:24])[CH:18]=[C:17]2[Cl:25].Br[CH2:27][C:28]1[CH:35]=[CH:34][C:31]([C:32]#[N:33])=[CH:30][CH:29]=1. Product: [Br:13][C:14]1[CH:15]=[C:16]2[C:21](=[CH:22][CH:23]=1)[N:20]=[C:19]([Cl:24])[C:18]([CH2:27][C:28]1[CH:35]=[CH:34][C:31]([C:32]#[N:33])=[CH:30][CH:29]=1)=[C:17]2[Cl:25]. The catalyst class is: 1. (2) Reactant: [F:1][C:2]1[CH:7]=[CH:6][C:5]([CH:8](O)[CH2:9][C:10]2[N:11](C(OC(C)(C)C)=O)[C@H:12]([C:21]3[CH:26]=[CH:25][CH:24]=[CH:23][CH:22]=3)[C@H:13]([C:15]3[CH:20]=[CH:19][CH:18]=[CH:17][CH:16]=3)[N:14]=2)=[CH:4][CH:3]=1.C(O)(C(F)(F)F)=O. Product: [F:1][C:2]1[CH:3]=[CH:4][C:5](/[CH:8]=[CH:9]/[C:10]2[NH:14][C@H:13]([C:15]3[CH:16]=[CH:17][CH:18]=[CH:19][CH:20]=3)[C@H:12]([C:21]3[CH:26]=[CH:25][CH:24]=[CH:23][CH:22]=3)[N:11]=2)=[CH:6][CH:7]=1. The catalyst class is: 4. (3) Reactant: [C:1]([O:5][C:6](=[O:14])[NH:7][C@H:8]([CH2:11][CH:12]=[CH2:13])[CH2:9][OH:10])([CH3:4])([CH3:3])[CH3:2].Br[CH2:16][C:17]1[CH:26]=[CH:25][CH:24]=[CH:23][C:18]=1[C:19]([O:21][CH3:22])=[O:20].[H-].[Na+]. Product: [C:1]([O:5][C:6]([NH:7][C@H:8]([CH2:11][CH:12]=[CH2:13])[CH2:9][O:10][CH2:16][C:17]1[CH:26]=[CH:25][CH:24]=[CH:23][C:18]=1[C:19]([O:21][CH3:22])=[O:20])=[O:14])([CH3:4])([CH3:3])[CH3:2]. The catalyst class is: 1.